Task: Predict the reactants needed to synthesize the given product.. Dataset: Full USPTO retrosynthesis dataset with 1.9M reactions from patents (1976-2016) (1) Given the product [S:10]([O:1][NH:2][C:3](=[O:9])[O:4][C:5]([CH3:8])([CH3:7])[CH3:6])([C:13]1[CH:19]=[CH:18][C:16]([CH3:17])=[CH:15][CH:14]=1)(=[O:12])=[O:11], predict the reactants needed to synthesize it. The reactants are: [OH:1][NH:2][C:3](=[O:9])[O:4][C:5]([CH3:8])([CH3:7])[CH3:6].[S:10](Cl)([C:13]1[CH:19]=[CH:18][C:16]([CH3:17])=[CH:15][CH:14]=1)(=[O:12])=[O:11]. (2) Given the product [Cl:34][C:33]1[C:26]2[O:25][C:24]([C:22]([NH:21][C:18]3[CH:19]=[CH:20][C:15]([CH2:14][N:11]4[C:12]([CH3:13])=[C:8]([CH2:7][C:6]([OH:36])=[O:5])[C:9]([CH3:35])=[N:10]4)=[CH:16][CH:17]=3)=[O:23])=[C:28]([CH3:29])[C:27]=2[CH:30]=[CH:31][CH:32]=1, predict the reactants needed to synthesize it. The reactants are: C([O:5][C:6](=[O:36])[CH2:7][C:8]1[C:9]([CH3:35])=[N:10][N:11]([CH2:14][C:15]2[CH:20]=[CH:19][C:18]([NH:21][C:22]([C:24]3[O:25][C:26]4[C:33]([Cl:34])=[CH:32][CH:31]=[CH:30][C:27]=4[C:28]=3[CH3:29])=[O:23])=[CH:17][CH:16]=2)[C:12]=1[CH3:13])(C)(C)C.FC(F)(F)C(O)=O. (3) Given the product [S:1]1[C:5]2[CH:6]=[CH:7][CH:8]=[CH:9][C:4]=2[N:3]=[C:2]1[N:10]1[C:14](=[O:15])[C:13]([CH:16]=[O:21])=[C:12]([CH3:20])[NH:11]1, predict the reactants needed to synthesize it. The reactants are: [S:1]1[C:5]2[CH:6]=[CH:7][CH:8]=[CH:9][C:4]=2[N:3]=[C:2]1[N:10]1[C:14](=[O:15])[C:13](=[CH:16]N(C)C)[C:12]([CH3:20])=[N:11]1.[OH-:21].[Na+]. (4) Given the product [Br:20][C:18]1[CH:17]=[CH:16][N:15]=[C:14](/[CH:7]=[CH:6]/[C:5]2[CH:11]=[CH:12][C:2]([F:1])=[CH:3][CH:4]=2)[CH:19]=1, predict the reactants needed to synthesize it. The reactants are: [F:1][C:2]1[CH:12]=[CH:11][C:5](/[CH:6]=[CH:7]/B(O)O)=[CH:4][CH:3]=1.Br[C:14]1[CH:19]=[C:18]([Br:20])[CH:17]=[CH:16][N:15]=1.[OH-].[Tl+].